The task is: Regression. Given a peptide amino acid sequence and an MHC pseudo amino acid sequence, predict their binding affinity value. This is MHC class I binding data.. This data is from Peptide-MHC class I binding affinity with 185,985 pairs from IEDB/IMGT. (1) The peptide sequence is CVDHPFIYVI. The MHC is HLA-A02:03 with pseudo-sequence HLA-A02:03. The binding affinity (normalized) is 0.141. (2) The peptide sequence is FFSYLMKDK. The MHC is HLA-B54:01 with pseudo-sequence HLA-B54:01. The binding affinity (normalized) is 0. (3) The peptide sequence is NSDPEFNVL. The MHC is HLA-B15:01 with pseudo-sequence HLA-B15:01. The binding affinity (normalized) is 0.0847. (4) The peptide sequence is NVTIPEQYT. The MHC is HLA-A68:02 with pseudo-sequence HLA-A68:02. The binding affinity (normalized) is 0.102. (5) The peptide sequence is VLIALSVLA. The MHC is HLA-A02:02 with pseudo-sequence HLA-A02:02. The binding affinity (normalized) is 0.662.